Dataset: Forward reaction prediction with 1.9M reactions from USPTO patents (1976-2016). Task: Predict the product of the given reaction. Given the reactants [C:1]1([CH:7]([C:20]2[CH:25]=[CH:24][CH:23]=[CH:22][CH:21]=2)[CH2:8][CH2:9][NH:10][C:11](=[O:19])[C:12]2[CH:17]=[CH:16][CH:15]=[N:14][C:13]=2F)[CH:6]=[CH:5][CH:4]=[CH:3][CH:2]=1.[CH3:26][O:27][CH2:28][CH2:29][NH2:30], predict the reaction product. The product is: [C:1]1([CH:7]([C:20]2[CH:25]=[CH:24][CH:23]=[CH:22][CH:21]=2)[CH2:8][CH2:9][NH:10][C:11](=[O:19])[C:12]2[CH:17]=[CH:16][CH:15]=[N:14][C:13]=2[NH:30][CH2:29][CH2:28][O:27][CH3:26])[CH:6]=[CH:5][CH:4]=[CH:3][CH:2]=1.